This data is from Forward reaction prediction with 1.9M reactions from USPTO patents (1976-2016). The task is: Predict the product of the given reaction. (1) Given the reactants [N:1]1([CH2:7][CH2:8][N:9]([CH2:21][CH2:22][CH3:23])[CH:10]2[CH2:19][C:18]3[CH:17]=[C:16]([OH:20])[CH:15]=[CH:14][C:13]=3[CH2:12][CH2:11]2)[CH2:6][CH2:5][NH:4][CH2:3][CH2:2]1.[NH:24]1[C:32]2[C:27](=[CH:28][CH:29]=[CH:30][CH:31]=2)[CH:26]=[C:25]1[C:33](O)=[O:34], predict the reaction product. The product is: [OH:20][C:16]1[CH:17]=[C:18]2[C:13]([CH2:12][CH2:11][CH:10]([N:9]([CH2:21][CH2:22][CH3:23])[CH2:8][CH2:7][N:1]3[CH2:6][CH2:5][N:4]([C:33]([C:25]4[NH:24][C:32]5[C:27]([CH:26]=4)=[CH:28][CH:29]=[CH:30][CH:31]=5)=[O:34])[CH2:3][CH2:2]3)[CH2:19]2)=[CH:14][CH:15]=1. (2) Given the reactants [Br:1][C:2]1[CH:3]=[N:4][N:5]([CH2:8][C:9]2([O:15][CH2:16][C:17]([OH:19])=O)[CH2:14][CH2:13][CH2:12][CH2:11][CH2:10]2)[C:6]=1[CH3:7].[NH:20]1[CH2:25][CH2:24][O:23][CH2:22][CH2:21]1.Cl.C(N=C=NCCCN(C)C)C, predict the reaction product. The product is: [Br:1][C:2]1[CH:3]=[N:4][N:5]([CH2:8][C:9]2([O:15][CH2:16][C:17]([N:20]3[CH2:25][CH2:24][O:23][CH2:22][CH2:21]3)=[O:19])[CH2:10][CH2:11][CH2:12][CH2:13][CH2:14]2)[C:6]=1[CH3:7].